Task: Predict the product of the given reaction.. Dataset: Forward reaction prediction with 1.9M reactions from USPTO patents (1976-2016) (1) Given the reactants [CH3:1][C:2]1([CH:6]2[C:15]3[C:10](=[CH:11][CH:12]=[CH:13][CH:14]=3)[N:9]([CH2:16][CH2:17][NH2:18])[CH2:8][CH2:7]2)[CH2:5][O:4][CH2:3]1.C=O.[C:21](O)(C(F)(F)F)=O.[OH-].[Na+], predict the reaction product. The product is: [CH3:1][C:2]1([CH:6]2[C:15]3[C:10]4=[C:11]([CH2:21][NH:18][CH2:17][CH2:16][N:9]4[CH2:8][CH2:7]2)[CH:12]=[CH:13][CH:14]=3)[CH2:5][O:4][CH2:3]1. (2) Given the reactants [F:1][C:2]1[CH:11]=[CH:10][C:5]([C:6]([O:8]C)=[O:7])=[CH:4][C:3]=1[N:12]([CH2:17][CH2:18][N:19]1[CH2:24][CH2:23][O:22][CH2:21][CH2:20]1)[S:13]([CH3:16])(=[O:15])=[O:14].[ClH:25], predict the reaction product. The product is: [ClH:25].[F:1][C:2]1[CH:11]=[CH:10][C:5]([C:6]([OH:8])=[O:7])=[CH:4][C:3]=1[N:12]([CH2:17][CH2:18][N:19]1[CH2:20][CH2:21][O:22][CH2:23][CH2:24]1)[S:13]([CH3:16])(=[O:15])=[O:14]. (3) Given the reactants [CH3:1][O:2][C:3]1[CH:4]=[C:5]([CH:9]=[CH:10][CH:11]=1)[C:6](Cl)=[O:7].C[Si](C)(C)[N-][Si](C)(C)C.[Li+].O.[C:23](=[O:26])(O)[O-:24].[Na+], predict the reaction product. The product is: [CH3:1][O:2][C:3]1[CH:4]=[C:5]([CH:9]=[CH:10][CH:11]=1)[C:6]([CH:10]1[CH2:11][CH:3]=[CH:4][O:24][C:23]1=[O:26])=[O:7]. (4) The product is: [CH:31]([C:30]1[CH:33]=[CH:34][C:27]([O:1][C:2]2[CH:7]=[CH:6][C:5]([C:8](=[CH:12][C:13]3[CH:14]=[CH:15][C:16]([CH3:19])=[CH:17][CH:18]=3)[C:9]([OH:11])=[O:10])=[CH:4][CH:3]=2)=[CH:28][CH:29]=1)=[O:32]. Given the reactants [OH:1][C:2]1[CH:7]=[CH:6][C:5]([C:8](=[CH:12][C:13]2[CH:18]=[CH:17][C:16]([CH3:19])=[CH:15][CH:14]=2)[C:9]([OH:11])=[O:10])=[CH:4][CH:3]=1.C(=O)([O-])[O-].[K+].[K+].F[C:27]1[CH:34]=[CH:33][C:30]([CH:31]=[O:32])=[CH:29][CH:28]=1.Cl, predict the reaction product. (5) The product is: [CH3:1][C:2]1[CH:3]=[C:4]([C:25]2[CH2:26][CH2:27][N:28]([C:32]([O:34][CH2:35][CH3:36])=[O:33])[CH2:29][CH:30]=2)[C:5]2[N:6]([N:8]=[C:9]([NH:11][CH:12]3[CH2:17][CH2:16][N:15]([C:18]4[CH:23]=[C:22]([CH3:24])[N:21]=[CH:20][N:19]=4)[CH2:14][CH2:13]3)[N:10]=2)[CH:7]=1. Given the reactants [CH3:1][C:2]1[CH:3]=[C:4]([C:25]2[CH2:26][CH2:27][NH:28][CH2:29][CH:30]=2)[C:5]2[N:6]([N:8]=[C:9]([NH:11][CH:12]3[CH2:17][CH2:16][N:15]([C:18]4[CH:23]=[C:22]([CH3:24])[N:21]=[CH:20][N:19]=4)[CH2:14][CH2:13]3)[N:10]=2)[CH:7]=1.Cl[C:32]([O:34][CH2:35][CH3:36])=[O:33], predict the reaction product.